The task is: Regression/Classification. Given a drug SMILES string, predict its absorption, distribution, metabolism, or excretion properties. Task type varies by dataset: regression for continuous measurements (e.g., permeability, clearance, half-life) or binary classification for categorical outcomes (e.g., BBB penetration, CYP inhibition). Dataset: cyp2c19_veith.. This data is from CYP2C19 inhibition data for predicting drug metabolism from PubChem BioAssay. The drug is CC1(C)O[C@H]2C[C@@H]3[C@H]4CCC5=CC(=O)CC[C@@]5(C)[C@]4(F)[C@@H](O)C[C@@]3(C)[C@@]2(C(=O)CCl)O1. The result is 0 (non-inhibitor).